From a dataset of Full USPTO retrosynthesis dataset with 1.9M reactions from patents (1976-2016). Predict the reactants needed to synthesize the given product. Given the product [Cl:17][C:18]1[C:19]2[NH:26][C:1]([C:3]3[CH:16]=[CH:15][C:6]([CH:7]=[C:8]4[S:12][C:11](=[O:13])[NH:10][C:9]4=[O:14])=[CH:5][CH:4]=3)=[N:25][C:20]=2[CH:21]=[C:22]([Cl:24])[CH:23]=1, predict the reactants needed to synthesize it. The reactants are: [CH:1]([C:3]1[CH:16]=[CH:15][C:6]([CH:7]=[C:8]2[S:12][C:11](=[O:13])[NH:10][C:9]2=[O:14])=[CH:5][CH:4]=1)=O.[Cl:17][C:18]1[C:19]([NH2:26])=[C:20]([NH2:25])[CH:21]=[C:22]([Cl:24])[CH:23]=1.